Dataset: Catalyst prediction with 721,799 reactions and 888 catalyst types from USPTO. Task: Predict which catalyst facilitates the given reaction. (1) Reactant: [C:1]([O:5][C:6]([C:8]1[CH:13]=[CH:12][C:11]([C:14]2[C:15]([C:29]([O:31][CH2:32][CH3:33])=[O:30])=[N:16][N:17]([C:23]3[CH:28]=[CH:27][CH:26]=[CH:25][CH:24]=3)[C:18]=2[CH2:19][CH2:20][CH2:21][CH3:22])=[C:10]([C:34]([N:36]2[C@H:45]([CH2:46]O)[CH2:44][C:43]3[C:38](=[CH:39][CH:40]=[CH:41][CH:42]=3)[CH2:37]2)=[O:35])[CH:9]=1)=[O:7])([CH3:4])([CH3:3])[CH3:2].C1(P(C2C=CC=CC=2)C2C=CC=CC=2)C=CC=CC=1.CC(OC(/N=N/C(OC(C)C)=O)=O)C.P([N:97]=[N+:98]=[N-:99])(=O)(OC1C=CC=CC=1)OC1C=CC=CC=1. Product: [N:97]([CH2:46][C@@H:45]1[CH2:44][C:43]2[C:38](=[CH:39][CH:40]=[CH:41][CH:42]=2)[CH2:37][N:36]1[C:34]([C:10]1[CH:9]=[C:8]([C:6]([O:5][C:1]([CH3:3])([CH3:2])[CH3:4])=[O:7])[CH:13]=[CH:12][C:11]=1[C:14]1[C:15]([C:29]([O:31][CH2:32][CH3:33])=[O:30])=[N:16][N:17]([C:23]2[CH:28]=[CH:27][CH:26]=[CH:25][CH:24]=2)[C:18]=1[CH2:19][CH2:20][CH2:21][CH3:22])=[O:35])=[N+:98]=[N-:99]. The catalyst class is: 49. (2) Reactant: [CH2:1]([P:3]([CH:6]([C:10]1[CH:15]=[CH:14][CH:13]=[CH:12][CH:11]=1)[CH2:7][CH2:8][OH:9])(=[O:5])[OH:4])[CH3:2].[O-]CCCC.[O-]CCCC.[O-]CCCC.[O-]CCCC.[Ti+4:36]. Product: [Ti+4:36].[CH2:1]([P:3]([CH:6]([C:10]1[CH:15]=[CH:14][CH:13]=[CH:12][CH:11]=1)[CH2:7][CH2:8][OH:9])(=[O:4])[O-:5])[CH3:2].[CH2:1]([P:3]([CH:6]([C:10]1[CH:15]=[CH:14][CH:13]=[CH:12][CH:11]=1)[CH2:7][CH2:8][OH:9])(=[O:4])[O-:5])[CH3:2].[CH2:1]([P:3]([CH:6]([C:10]1[CH:15]=[CH:14][CH:13]=[CH:12][CH:11]=1)[CH2:7][CH2:8][OH:9])(=[O:4])[O-:5])[CH3:2].[CH2:1]([P:3]([CH:6]([C:10]1[CH:15]=[CH:14][CH:13]=[CH:12][CH:11]=1)[CH2:7][CH2:8][OH:9])(=[O:4])[O-:5])[CH3:2]. The catalyst class is: 11. (3) Reactant: [Cl:1][C:2]1[C:3]([O:15][CH:16]([C:21]2[CH:22]=[N:23][CH:24]=[CH:25][CH:26]=2)[C:17]([F:20])([F:19])[F:18])=[N:4][C:5]2[C:10]([N:11]=1)=[CH:9][C:8]([N+:12]([O-])=O)=[CH:7][CH:6]=2.[Cl-].[NH4+]. Product: [Cl:1][C:2]1[C:3]([O:15][CH:16]([C:21]2[CH:22]=[N:23][CH:24]=[CH:25][CH:26]=2)[C:17]([F:19])([F:20])[F:18])=[N:4][C:5]2[C:10]([N:11]=1)=[CH:9][C:8]([NH2:12])=[CH:7][CH:6]=2. The catalyst class is: 190. (4) Reactant: [CH2:1]([O:4][C:5]1[N:10]=[C:9](O)[C:8]([F:12])=[CH:7][N:6]=1)[CH:2]=[CH2:3].CN(C)C1C=CC=CC=1.P(Cl)(Cl)([Cl:24])=O.C(#N)C. Product: [CH2:1]([O:4][C:5]1[N:10]=[C:9]([Cl:24])[C:8]([F:12])=[CH:7][N:6]=1)[CH:2]=[CH2:3]. The catalyst class is: 28. (5) Reactant: [CH3:1][C:2]1[C:3]([N+:12]([O-:14])=[O:13])=[C:4]2[C:9](=[CH:10][CH:11]=1)[CH:8]=[N:7][CH:6]=[CH:5]2.C1C=C(Cl)C=C(C(OO)=[O:23])C=1.[OH-].[Na+]. Product: [CH3:1][C:2]1[C:3]([N+:12]([O-:14])=[O:13])=[C:4]2[C:9](=[CH:10][CH:11]=1)[CH:8]=[N+:7]([O-:23])[CH:6]=[CH:5]2. The catalyst class is: 4. (6) Reactant: [Si]([O:8][CH:9]([C:22]1[O:23][C:24]([C:27]2[N:32]=[C:31]([C:33]([O:35][CH3:36])=[O:34])[CH:30]=[CH:29][CH:28]=2)=[CH:25][N:26]=1)[CH2:10][CH2:11][CH2:12][CH2:13][CH2:14][CH2:15][C:16]1[CH:21]=[CH:20][CH:19]=[CH:18][CH:17]=1)(C(C)(C)C)(C)C. Product: [C:16]1([CH2:15][CH2:14][CH2:13][CH2:12][CH2:11][CH2:10][C:9]([C:22]2[O:23][C:24]([C:27]3[N:32]=[C:31]([C:33]([O:35][CH3:36])=[O:34])[CH:30]=[CH:29][CH:28]=3)=[CH:25][N:26]=2)=[O:8])[CH:17]=[CH:18][CH:19]=[CH:20][CH:21]=1. The catalyst class is: 25. (7) Reactant: C([Li])CCC.[C:6]([O:10][C:11](=[O:51])[N:12]([CH:38]1[CH2:43][CH2:42][N:41]([CH2:44][C:45]2[CH:50]=[CH:49][CH:48]=[CH:47][CH:46]=2)[CH2:40][CH2:39]1)[CH2:13][C:14]1[N:15]=[CH:16][N:17]([C:19]([C:32]2[CH:37]=[CH:36][CH:35]=[CH:34][CH:33]=2)([C:26]2[CH:31]=[CH:30][CH:29]=[CH:28][CH:27]=2)[C:20]2[CH:25]=[CH:24][CH:23]=[CH:22][CH:21]=2)[CH:18]=1)([CH3:9])([CH3:8])[CH3:7].CN([CH:55]=[O:56])C.O. Product: [C:6]([O:10][C:11](=[O:51])[N:12]([CH:38]1[CH2:43][CH2:42][N:41]([CH2:44][C:45]2[CH:50]=[CH:49][CH:48]=[CH:47][CH:46]=2)[CH2:40][CH2:39]1)[CH2:13][C:14]1[N:15]=[C:16]([CH:55]=[O:56])[N:17]([C:19]([C:20]2[CH:25]=[CH:24][CH:23]=[CH:22][CH:21]=2)([C:32]2[CH:33]=[CH:34][CH:35]=[CH:36][CH:37]=2)[C:26]2[CH:31]=[CH:30][CH:29]=[CH:28][CH:27]=2)[CH:18]=1)([CH3:9])([CH3:7])[CH3:8]. The catalyst class is: 323.